From a dataset of Forward reaction prediction with 1.9M reactions from USPTO patents (1976-2016). Predict the product of the given reaction. (1) Given the reactants [CH3:1][O:2][CH2:3][C:4]1[NH:5][C:6]([C:9]2[CH:10]=[C:11]([CH:16]=[CH:17][C:18]=2[CH3:19])[C:12]([O:14][CH3:15])=[O:13])=[CH:7][N:8]=1.C1C(=O)N([Cl:27])C(=O)C1, predict the reaction product. The product is: [Cl:27][C:7]1[N:8]=[C:4]([CH2:3][O:2][CH3:1])[NH:5][C:6]=1[C:9]1[CH:10]=[C:11]([CH:16]=[CH:17][C:18]=1[CH3:19])[C:12]([O:14][CH3:15])=[O:13]. (2) Given the reactants [F:1][C:2]1[C:3]([NH:23][C:24]2[CH:29]=[CH:28][C:27]([CH2:30][CH2:31][OH:32])=[CH:26][C:25]=2[F:33])=[C:4]([CH:9]([OH:22])[CH2:10][O:11][Si:12]([CH:19]([CH3:21])[CH3:20])([CH:16]([CH3:18])[CH3:17])[CH:13]([CH3:15])[CH3:14])[CH:5]=[CH:6][C:7]=1[F:8], predict the reaction product. The product is: [F:1][C:2]1[C:3]([NH:23][C:24]2[CH:29]=[CH:28][C:27]([CH2:30][CH2:31][O:32][Si:12]([CH:19]([CH3:21])[CH3:20])([CH:16]([CH3:18])[CH3:17])[CH:13]([CH3:15])[CH3:14])=[CH:26][C:25]=2[F:33])=[C:4]([CH:9]([OH:22])[CH2:10][O:11][Si:12]([CH:19]([CH3:21])[CH3:20])([CH:13]([CH3:14])[CH3:15])[CH:16]([CH3:18])[CH3:17])[CH:5]=[CH:6][C:7]=1[F:8]. (3) Given the reactants [Br-].[O:2]1[CH2:6][CH2:5][O:4][CH:3]1[CH2:7][CH2:8][P+](C1C=CC=CC=1)(C1C=CC=CC=1)C1C=CC=CC=1.C[Si]([N-][Si](C)(C)C)(C)C.[Na+].[N:38]1[C:47]2[C:42](=[CH:43][CH:44]=[CH:45][CH:46]=2)[C:41]([CH:48]=O)=[CH:40][CH:39]=1.C1CCN2C(=NCCC2)CC1, predict the reaction product. The product is: [O:4]1[CH2:5][CH2:6][O:2][CH:3]1[CH2:7][CH2:8][CH2:48][C:41]1[C:42]2[C:47](=[CH:46][CH:45]=[CH:44][CH:43]=2)[N:38]=[CH:39][CH:40]=1. (4) Given the reactants [CH2:1]([O:8][C:9]1[C:18]2[C:13](=[CH:14][CH:15]=[CH:16][CH:17]=2)[N+:12]([O-])=[C:11]([CH3:20])[C:10]=1[CH3:21])[C:2]1[CH:7]=[CH:6][CH:5]=[CH:4][CH:3]=1.C(=O)([O-])[O-:23].[K+].[K+].[C:28]1([CH3:38])[CH:33]=[CH:32][C:31]([S:34](Cl)(=[O:36])=[O:35])=[CH:30][CH:29]=1, predict the reaction product. The product is: [CH2:1]([O:8][C:9]1[C:18]2[C:13](=[CH:14][CH:15]=[CH:16][CH:17]=2)[N:12]=[C:11]([CH2:20][O:35][S:34]([C:31]2[CH:32]=[CH:33][C:28]([CH3:38])=[CH:29][CH:30]=2)(=[O:23])=[O:36])[C:10]=1[CH3:21])[C:2]1[CH:7]=[CH:6][CH:5]=[CH:4][CH:3]=1. (5) Given the reactants C(C1C([NH:11][C@@H:12]2[C:20]3[C:15](=[CH:16][CH:17]=[CH:18][CH:19]=3)[CH2:14][C@@H:13]2[OH:21])=NC(CC)=CN=1)C.Cl[C:23]1[C:24]([CH:32]2[CH2:34][CH2:33]2)=[N:25][CH:26]=[C:27]([CH:29]2[CH2:31][CH2:30]2)[N:28]=1, predict the reaction product. The product is: [CH:32]1([C:24]2[C:23]([NH:11][C@@H:12]3[C:20]4[C:15](=[CH:16][CH:17]=[CH:18][CH:19]=4)[CH2:14][C@@H:13]3[OH:21])=[N:28][C:27]([CH:29]3[CH2:31][CH2:30]3)=[CH:26][N:25]=2)[CH2:34][CH2:33]1. (6) Given the reactants [C:1]([OH:12])(=[O:11])[C:2]1[CH:10]=[C:8]([OH:9])[C:6]([OH:7])=[C:4]([OH:5])[CH:3]=1.[Br:13][C:14]1[C:22]([OH:23])=[CH:21][C:17]([C:18]([OH:20])=[O:19])=[CH:16][C:15]=1[OH:24].O[C:26]1[C:35]2[C:30](=[CH:31][CH:32]=[CH:33][CH:34]=2)[C:29](O)=[CH:28][C:27]=1[C:37]([O:39][CH3:40])=[O:38], predict the reaction product. The product is: [Br:13][C:14]1[C:22]([OH:23])=[CH:21][C:17]([C:18]([O:20][C:26]2[C:35]3[C:30](=[CH:31][CH:32]=[CH:33][CH:34]=3)[C:29]([O:11][C:1](=[O:12])[C:2]3[CH:3]=[C:4]([OH:5])[C:6]([OH:7])=[C:8]([OH:9])[CH:10]=3)=[CH:28][C:27]=2[C:37]([O:39][CH3:40])=[O:38])=[O:19])=[CH:16][C:15]=1[OH:24].